Dataset: Full USPTO retrosynthesis dataset with 1.9M reactions from patents (1976-2016). Task: Predict the reactants needed to synthesize the given product. Given the product [Br:9][C:3]1[C:2]([F:1])=[C:7]([N+:10]([O-:12])=[O:11])[CH:6]=[CH:5][C:4]=1[F:8], predict the reactants needed to synthesize it. The reactants are: [F:1][C:2]1[CH:7]=[CH:6][CH:5]=[C:4]([F:8])[C:3]=1[Br:9].[N+:10]([O-])([OH:12])=[O:11].